From a dataset of Retrosynthesis with 50K atom-mapped reactions and 10 reaction types from USPTO. Predict the reactants needed to synthesize the given product. (1) Given the product CCOC(=O)CCC1CCC2CC=CC=C2N1C(=O)C(=O)OCC, predict the reactants needed to synthesize it. The reactants are: CCOC(=O)C=CC1CCC2CC=CC=C2N1C(=O)C(=O)OCC. (2) Given the product CCCCc1ccc(C(=O)N(C(C)C)[C@@H]2CCCN(C(=O)OC(C)(C)C)C2)cc1OCCCOC, predict the reactants needed to synthesize it. The reactants are: CCCCB(O)O.COCCCOc1cc(C(=O)N(C(C)C)[C@@H]2CCCN(C(=O)OC(C)(C)C)C2)ccc1Br. (3) The reactants are: NO.O=C1CCOc2c(Br)cc(F)c(F)c21. Given the product ON=C1CCOc2c(Br)cc(F)c(F)c21, predict the reactants needed to synthesize it. (4) Given the product O=C(C(=O)c1cc(F)cc(F)c1)c1ccccc1, predict the reactants needed to synthesize it. The reactants are: O=C(c1ccccc1)C(O)c1cc(F)cc(F)c1. (5) Given the product COc1ccc([N+](=O)[O-])c(F)c1, predict the reactants needed to synthesize it. The reactants are: CI.O=[N+]([O-])c1ccc(O)cc1F. (6) Given the product CN1CCCC1CCNC(=O)CCn1cnc2c(=O)[nH]cnc21, predict the reactants needed to synthesize it. The reactants are: CCOC(=O)CCn1cnc2c(=O)[nH]cnc21.CN1CCCC1CCN.